The task is: Predict which catalyst facilitates the given reaction.. This data is from Catalyst prediction with 721,799 reactions and 888 catalyst types from USPTO. (1) Product: [CH2:1]([N:8]1[C:16]2[C:11](=[CH:12][CH:13]=[CH:14][CH:15]=2)[C:10]([C:17]([NH:33][C:32]2[CH:31]=[CH:30][C:29]([CH2:34][C:35]([O:37][CH3:38])=[O:36])=[CH:28][C:27]=2[Cl:26])=[O:19])=[CH:9]1)[C:2]1[CH:3]=[CH:4][CH:5]=[CH:6][CH:7]=1. Reactant: [CH2:1]([N:8]1[C:16]2[C:11](=[CH:12][CH:13]=[CH:14][CH:15]=2)[C:10]([C:17]([OH:19])=O)=[CH:9]1)[C:2]1[CH:7]=[CH:6][CH:5]=[CH:4][CH:3]=1.C(Cl)(=O)C(Cl)=O.[Cl:26][C:27]1[CH:28]=[C:29]([CH2:34][C:35]([O:37][CH3:38])=[O:36])[CH:30]=[CH:31][C:32]=1[NH2:33].C(N(CC)CC)C. The catalyst class is: 2. (2) The catalyst class is: 48. Product: [OH:13][N:11]1[C:10]2[C:2](=[CH:3][C:4]([C:5]([OH:7])=[O:6])=[CH:8][CH:9]=2)[CH:1]=[N:15]1.[Br:14][CH2:1][C:2]1[CH:3]=[C:4]([CH:8]=[CH:9][C:10]=1[N+:11]([O-:13])=[O:12])[C:5]([OH:7])=[O:6]. Reactant: [CH3:1][C:2]1[CH:3]=[C:4]([CH:8]=[CH:9][C:10]=1[N+:11]([O-:13])=[O:12])[C:5]([OH:7])=[O:6].[Br:14][N:15]1C(=O)CCC1=O.CC(N=NC(C#N)(C)C)(C#N)C. (3) Reactant: Cl.[N:2]1([C:6]([C:8]2[N:9]=[CH:10][C:11]([O:14][C:15]3[CH:16]=[C:17]([CH:28]=[C:29]([O:31][C@@H:32]([CH3:42])[CH2:33][O:34][Si](C(C)(C)C)(C)C)[CH:30]=3)[C:18]([NH:20][C:21]3[CH:26]=[N:25][C:24]([CH3:27])=[CH:23][N:22]=3)=[O:19])=[N:12][CH:13]=2)=[O:7])[CH2:5][CH2:4][CH2:3]1. Product: [N:2]1([C:6]([C:8]2[N:9]=[CH:10][C:11]([O:14][C:15]3[CH:16]=[C:17]([CH:28]=[C:29]([O:31][C@@H:32]([CH3:42])[CH2:33][OH:34])[CH:30]=3)[C:18]([NH:20][C:21]3[CH:26]=[N:25][C:24]([CH3:27])=[CH:23][N:22]=3)=[O:19])=[N:12][CH:13]=2)=[O:7])[CH2:5][CH2:4][CH2:3]1. The catalyst class is: 5. (4) Reactant: CC(C)([O-:4])C.[K+].[C:7]([C:10]1[CH:15]=[CH:14][CH:13]=[CH:12][CH:11]=1)(=O)[CH3:8].[H][H]. Product: [CH:13]1[CH:12]=[CH:11][C:10]([CH2:7][CH2:8][OH:4])=[CH:15][CH:14]=1. The catalyst class is: 8.